From a dataset of Full USPTO retrosynthesis dataset with 1.9M reactions from patents (1976-2016). Predict the reactants needed to synthesize the given product. (1) Given the product [CH3:22][N:18]1[C:19]2[C:14](=[CH:13][C:12]([C:8]3[CH:7]=[C:6]([O:5][CH2:4][CH2:3][NH:2][C:24](=[O:27])[CH2:25][CH3:26])[CH:11]=[N:10][CH:9]=3)=[CH:21][CH:20]=2)[CH2:15][CH2:16][C:17]1=[O:23], predict the reactants needed to synthesize it. The reactants are: Cl.[NH2:2][CH2:3][CH2:4][O:5][C:6]1[CH:7]=[C:8]([C:12]2[CH:13]=[C:14]3[C:19](=[CH:20][CH:21]=2)[N:18]([CH3:22])[C:17](=[O:23])[CH2:16][CH2:15]3)[CH:9]=[N:10][CH:11]=1.[C:24](O)(=[O:27])[CH2:25][CH3:26]. (2) Given the product [Cl-:1].[C:24]([C:7]1[C:6]2[N:26]=[C:3]([CH2:2][P+:33]([C:34]3[CH:35]=[CH:36][CH:37]=[CH:38][CH:39]=3)([C:40]3[CH:45]=[CH:44][CH:43]=[CH:42][CH:41]=3)[C:27]3[CH:28]=[CH:29][CH:30]=[CH:31][CH:32]=3)[NH:4][C:5]=2[CH:10]=[C:9]([C:11]2[CH:16]=[CH:15][C:14]([O:17][CH2:18][CH3:19])=[C:13]([C:20]([F:23])([F:22])[F:21])[CH:12]=2)[N:8]=1)#[N:25], predict the reactants needed to synthesize it. The reactants are: [Cl:1][CH2:2][C:3]1[NH:4][C:5]2[CH:10]=[C:9]([C:11]3[CH:16]=[CH:15][C:14]([O:17][CH2:18][CH3:19])=[C:13]([C:20]([F:23])([F:22])[F:21])[CH:12]=3)[N:8]=[C:7]([C:24]#[N:25])[C:6]=2[N:26]=1.[C:27]1([P:33]([C:40]2[CH:45]=[CH:44][CH:43]=[CH:42][CH:41]=2)[C:34]2[CH:39]=[CH:38][CH:37]=[CH:36][CH:35]=2)[CH:32]=[CH:31][CH:30]=[CH:29][CH:28]=1. (3) Given the product [CH:1]1([S:4]([C:7]2[CH:12]=[CH:11][C:10]([CH:13]([O:17][C:18]3[CH:23]=[CH:22][C:21]([F:24])=[CH:20][C:19]=3[F:25])[C:14]([NH:59][C:60]3[S:61][CH:62]=[CH:63][N:64]=3)=[O:15])=[CH:9][CH:8]=2)(=[O:6])=[O:5])[CH2:2][CH2:3]1, predict the reactants needed to synthesize it. The reactants are: [CH:1]1([S:4]([C:7]2[CH:12]=[CH:11][C:10]([CH:13]([O:17][C:18]3[CH:23]=[CH:22][C:21]([F:24])=[CH:20][C:19]=3[F:25])[C:14](O)=[O:15])=[CH:9][CH:8]=2)(=[O:6])=[O:5])[CH2:3][CH2:2]1.CN(C(ON1N=NC2C=CC=NC1=2)=[N+](C)C)C.F[P-](F)(F)(F)(F)F.CCN(C(C)C)C(C)C.[NH2:59][C:60]1[S:61][CH:62]=[CH:63][N:64]=1. (4) Given the product [NH2:1][C:2]1[S:3][C:4]([I:11])=[C:5]([C:7]([O:9][CH3:10])=[O:8])[N:6]=1, predict the reactants needed to synthesize it. The reactants are: [NH2:1][C:2]1[S:3][CH:4]=[C:5]([C:7]([O:9][CH3:10])=[O:8])[N:6]=1.[I:11]N1C(=O)CCC1=O. (5) Given the product [OH2:5].[C:42]1([S:48]([OH:51])(=[O:50])=[O:49])[CH:47]=[CH:46][CH:45]=[CH:44][CH:43]=1.[CH:1]1([C:4]([NH:6][C:7]2[N:8]=[C:9]3[CH:14]=[CH:13][C:12]([O:15][C:16]4[CH:17]=[CH:18][C:19]([NH:22][C:23]([C:25]5[C:26](=[O:39])[N:27]([C:32]6[CH:33]=[CH:34][C:35]([F:38])=[CH:36][CH:37]=6)[C:28]([CH3:31])=[CH:29][CH:30]=5)=[O:24])=[CH:20][CH:21]=4)=[CH:11][N:10]3[CH:40]=2)=[O:5])[CH2:3][CH2:2]1, predict the reactants needed to synthesize it. The reactants are: [CH:1]1([C:4]([NH:6][C:7]2[N:8]=[C:9]3[CH:14]=[CH:13][C:12]([O:15][C:16]4[CH:21]=[CH:20][C:19]([NH:22][C:23]([C:25]5[C:26](=[O:39])[N:27]([C:32]6[CH:37]=[CH:36][C:35]([F:38])=[CH:34][CH:33]=6)[C:28]([CH3:31])=[CH:29][CH:30]=5)=[O:24])=[CH:18][CH:17]=4)=[CH:11][N:10]3[CH:40]=2)=[O:5])[CH2:3][CH2:2]1.O.[C:42]1([S:48]([OH:51])(=[O:50])=[O:49])[CH:47]=[CH:46][CH:45]=[CH:44][CH:43]=1. (6) Given the product [F:1][C:2]1[CH:3]=[C:4]([N:16]2[C:24]3[CH:23]=[CH:22][CH:21]=[C:20]([OH:25])[C:19]=3[CH:18]=[CH:17]2)[CH:5]=[CH:6][C:7]=1[OH:8], predict the reactants needed to synthesize it. The reactants are: [F:1][C:2]1[CH:3]=[C:4]([N:16]2[C:24]3[C:19](=[C:20]([O:25]CC4C=CC=CC=4)[CH:21]=[CH:22][CH:23]=3)[CH:18]=[CH:17]2)[CH:5]=[CH:6][C:7]=1[O:8]CC1C=CC=CC=1.C(Cl)(Cl)Cl.CCCCCC.N1C2C(=CC=CC=2)CC1. (7) Given the product [C:15]([CH2:17][C:18]1([N:12]2[CH:13]=[C:9]([B:4]3[O:5][C:6]([CH3:7])([CH3:8])[C:2]([CH3:14])([CH3:1])[O:3]3)[CH:10]=[N:11]2)[CH2:21][CH:20]([C:22]#[N:23])[CH2:19]1)#[N:16], predict the reactants needed to synthesize it. The reactants are: [CH3:1][C:2]1([CH3:14])[C:6]([CH3:8])([CH3:7])[O:5][B:4]([C:9]2[CH:10]=[N:11][NH:12][CH:13]=2)[O:3]1.[C:15]([CH:17]=[C:18]1[CH2:21][CH:20]([C:22]#[N:23])[CH2:19]1)#[N:16].N12CCCN=C1CCCCC2. (8) Given the product [CH3:1][C:2]1[N:3]=[CH:4][C:5]([C:18]2[S:22][C:21]([C:23]([O:25][C:26]([CH3:29])([CH3:28])[CH3:27])=[O:24])=[N:20][CH:19]=2)=[CH:6][N:7]=1, predict the reactants needed to synthesize it. The reactants are: [CH3:1][C:2]1[N:7]=[CH:6][C:5](B2OC(C)(C)C(C)(C)O2)=[CH:4][N:3]=1.Br[C:18]1[S:22][C:21]([C:23]([O:25][C:26]([CH3:29])([CH3:28])[CH3:27])=[O:24])=[N:20][CH:19]=1.C([O-])([O-])=O.[Na+].[Na+].[NH4+].[Cl-]. (9) Given the product [NH2:1][C:2]1[N:7]=[C:6]([N:8]2[CH2:20][CH2:19][C:11]3([CH2:15][NH:14][C@H:13]([C:16]([OH:18])=[O:17])[CH2:12]3)[CH2:10][CH2:9]2)[CH:5]=[C:4]([O:52][C@H:47]([C:44]2[CH:45]=[CH:46][C:41]([Cl:40])=[CH:42][C:43]=2[N:53]2[CH:57]=[CH:56][C:55]([CH:58]([CH3:60])[CH3:59])=[N:54]2)[C:48]([F:51])([F:50])[F:49])[N:3]=1, predict the reactants needed to synthesize it. The reactants are: [NH2:1][C:2]1[N:7]=[C:6]([N:8]2[CH2:20][CH2:19][C:11]3([CH2:15][NH:14][C@H:13]([C:16]([OH:18])=[O:17])[CH2:12]3)[CH2:10][CH2:9]2)[CH:5]=[C:4](O[C@H](C2C=CC(Cl)=CC=2N2C=CC(C)=N2)C(F)(F)F)[N:3]=1.[Cl:40][C:41]1[CH:46]=[CH:45][C:44]([C@@H:47]([OH:52])[C:48]([F:51])([F:50])[F:49])=[C:43]([N:53]2[CH:57]=[CH:56][C:55]([CH:58]([CH3:60])[CH3:59])=[N:54]2)[CH:42]=1.